This data is from Full USPTO retrosynthesis dataset with 1.9M reactions from patents (1976-2016). The task is: Predict the reactants needed to synthesize the given product. (1) Given the product [C:1]1([C:7]2[N:12]=[C:11]3[N:13]=[C:14]([N:32]4[CH:33]5[CH2:36][CH2:37][N:29]([CH2:35][CH2:34]5)[CH2:30][CH2:31]4)[O:15][C:10]3=[CH:9][CH:8]=2)[CH:6]=[CH:5][CH:4]=[CH:3][CH:2]=1, predict the reactants needed to synthesize it. The reactants are: [C:1]1([C:7]2[N:12]=[C:11]3[N:13]=[C:14](SC)[O:15][C:10]3=[CH:9][CH:8]=2)[CH:6]=[CH:5][CH:4]=[CH:3][CH:2]=1.C(N(C(C)C)CC)(C)C.Cl.Cl.[N:29]12[CH2:37][CH2:36][CH:33]([CH2:34][CH2:35]1)[NH:32][CH2:31][CH2:30]2. (2) Given the product [C:1]([O:5][C:6]([N:7]([CH2:8][CH:9]1[CH2:14][CH2:13][N:12]([C:42]([O:44][C:45]2[CH:46]=[CH:47][C:48]([C:49]([O:51][CH3:52])=[O:50])=[CH:53][CH:54]=2)=[O:43])[CH2:11][CH:10]1[C:15]1[CH:16]=[CH:17][CH:18]=[CH:19][CH:20]=1)[C@@H:21]([C:23]1[C:32]2[C:27](=[CH:28][CH:29]=[CH:30][CH:31]=2)[CH:26]=[CH:25][CH:24]=1)[CH3:22])=[O:33])([CH3:2])([CH3:3])[CH3:4], predict the reactants needed to synthesize it. The reactants are: [C:1]([O:5][C:6](=[O:33])[N:7]([C@@H:21]([C:23]1[C:32]2[C:27](=[CH:28][CH:29]=[CH:30][CH:31]=2)[CH:26]=[CH:25][CH:24]=1)[CH3:22])[CH2:8][CH:9]1[CH2:14][CH2:13][NH:12][CH2:11][CH:10]1[C:15]1[CH:20]=[CH:19][CH:18]=[CH:17][CH:16]=1)([CH3:4])([CH3:3])[CH3:2].C(N(CC)CC)C.Cl[C:42]([O:44][C:45]1[CH:54]=[CH:53][C:48]([C:49]([O:51][CH3:52])=[O:50])=[CH:47][CH:46]=1)=[O:43]. (3) Given the product [F:1][C:2]1[CH:7]=[C:6]([F:8])[CH:5]=[CH:4][C:3]=1[C:9]1[CH:10]=[CH:11][C:16]2[C:15](=[CH:14][CH:19]=[C:18]([S:20]([C:23]3[CH:28]=[CH:27][CH:26]=[CH:25][CH:24]=3)(=[O:22])=[O:21])[CH:17]=2)[N:29]=1, predict the reactants needed to synthesize it. The reactants are: [F:1][C:2]1[CH:7]=[C:6]([F:8])[CH:5]=[CH:4][C:3]=1[CH:9](O)[CH:10]=[CH2:11].I[C:14]1[CH:19]=[C:18]([S:20]([C:23]2[CH:28]=[CH:27][CH:26]=[CH:25][CH:24]=2)(=[O:22])=[O:21])[CH:17]=[CH:16][C:15]=1[NH2:29].C(=O)([O-])O.[Na+].C1(P(C2C=CC=CC=2)C2C=CC=CC=2)C=CC=CC=1.